This data is from Forward reaction prediction with 1.9M reactions from USPTO patents (1976-2016). The task is: Predict the product of the given reaction. (1) Given the reactants Br[CH2:2][CH2:3][NH:4][S:5]([C:8]1[CH:13]=[CH:12][C:11]([S:14]([NH:17][C:18]2[CH:19]=[CH:20][CH:21]=[C:22]3[C:26]=2[NH:25][CH:24]=[C:23]3[Cl:27])(=[O:16])=[O:15])=[CH:10][CH:9]=1)(=[O:7])=[O:6].[NH:28]1[CH:32]=[CH:31][N:30]=[CH:29]1, predict the reaction product. The product is: [Cl:27][C:23]1[C:22]2[C:26](=[C:18]([NH:17][S:14]([C:11]3[CH:12]=[CH:13][C:8]([S:5](=[O:7])(=[O:6])[NH:4][CH2:3][CH2:2][N:28]4[CH:32]=[CH:31][N:30]=[CH:29]4)=[CH:9][CH:10]=3)(=[O:16])=[O:15])[CH:19]=[CH:20][CH:21]=2)[NH:25][CH:24]=1. (2) The product is: [C:41]([C@:36]([CH3:40])([CH2:35][C@H:34]([NH:33][C:6]([C:4]1[N:3]=[N:2][NH:1][CH:5]=1)=[O:8])[CH2:44][C:45]1[CH:46]=[CH:47][C:48]([C:51]2[CH:56]=[C:55]([Cl:57])[CH:54]=[CH:53][C:52]=2[F:58])=[CH:49][CH:50]=1)[C:37]([OH:39])=[O:38])(=[O:43])[NH2:42]. Given the reactants [N:1]1[CH:5]=[C:4]([C:6]([OH:8])=O)[NH:3][N:2]=1.CN(C(ON1N=NC2C=CC=NC1=2)=[N+](C)C)C.F[P-](F)(F)(F)(F)F.[NH2:33][C@H:34]([CH2:44][C:45]1[CH:50]=[CH:49][C:48]([C:51]2[CH:56]=[C:55]([Cl:57])[CH:54]=[CH:53][C:52]=2[F:58])=[CH:47][CH:46]=1)[CH2:35][C@:36]([C:41](=[O:43])[NH2:42])([CH3:40])[C:37]([OH:39])=[O:38].CCN(C(C)C)C(C)C, predict the reaction product. (3) Given the reactants [Cl:1]CCCl.Cl[C:6]1[C:15]2[C:10](=[CH:11][C:12]([O:21][CH2:22][CH2:23][O:24][CH3:25])=[C:13]([O:16][CH2:17][CH2:18][O:19][CH3:20])[CH:14]=2)[N:9]=[CH:8][N:7]=1.C(OC([N:33]1[CH2:38][CH2:37][CH:36]([O:39][C:40]2[CH:45]=[CH:44][C:43]([NH2:46])=[CH:42][C:41]=2[CH3:47])[CH2:35][CH2:34]1)=O)(C)(C)C, predict the reaction product. The product is: [ClH:1].[CH3:20][O:19][CH2:18][CH2:17][O:16][C:13]1[CH:14]=[C:15]2[C:10](=[CH:11][C:12]=1[O:21][CH2:22][CH2:23][O:24][CH3:25])[N:9]=[CH:8][N:7]=[C:6]2[NH:46][C:43]1[CH:44]=[CH:45][C:40]([O:39][CH:36]2[CH2:37][CH2:38][NH:33][CH2:34][CH2:35]2)=[C:41]([CH3:47])[CH:42]=1. (4) Given the reactants F[C:2]1[CH:3]=[C:4]2[C:9](=[CH:10][N:11]=1)[N:8]=[CH:7][C:6]([C:12]#[N:13])=[C:5]2[NH:14][C:15]1[CH:20]=[CH:19][C:18]([O:21][C:22]2[CH:27]=[CH:26][CH:25]=[CH:24][CH:23]=2)=[CH:17][CH:16]=1.[N:28]1([CH2:34][CH2:35][NH2:36])[CH2:33][CH2:32][O:31][CH2:30][CH2:29]1, predict the reaction product. The product is: [N:28]1([CH2:34][CH2:35][NH:36][C:2]2[CH:3]=[C:4]3[C:9](=[CH:10][N:11]=2)[N:8]=[CH:7][C:6]([C:12]#[N:13])=[C:5]3[NH:14][C:15]2[CH:20]=[CH:19][C:18]([O:21][C:22]3[CH:27]=[CH:26][CH:25]=[CH:24][CH:23]=3)=[CH:17][CH:16]=2)[CH2:33][CH2:32][O:31][CH2:30][CH2:29]1.